Dataset: Forward reaction prediction with 1.9M reactions from USPTO patents (1976-2016). Task: Predict the product of the given reaction. (1) Given the reactants N1C=CC=CC=1.[S:7]([O:14]S(C(F)(F)F)(=O)=O)([C:10]([F:13])([F:12])[F:11])(=[O:9])=[O:8].[C:22]([O:26][C:27]([C:29]1([CH2:38]O)[CH2:34][CH2:33][N:32]([C:35](=[O:37])[CH3:36])[CH2:31][CH2:30]1)=[O:28])([CH3:25])([CH3:24])[CH3:23], predict the reaction product. The product is: [C:22]([O:26][C:27]([C:29]1([CH2:38][O:14][S:7]([C:10]([F:13])([F:12])[F:11])(=[O:9])=[O:8])[CH2:34][CH2:33][N:32]([C:35](=[O:37])[CH3:36])[CH2:31][CH2:30]1)=[O:28])([CH3:25])([CH3:23])[CH3:24]. (2) The product is: [F:22][C:23]([C:26]1[CH:30]=[C:29]([NH:31][C:32]([NH:1][C:2]2[CH:21]=[CH:20][CH:19]=[C:4]([O:5][C:6]3[C:15]4[C:10](=[CH:11][C:12]([OH:18])=[C:13]([O:16][CH3:17])[CH:14]=4)[N:9]=[CH:8][N:7]=3)[CH:3]=2)=[O:33])[O:28][N:27]=1)([CH3:24])[CH3:25]. Given the reactants [NH2:1][C:2]1[CH:3]=[C:4]([CH:19]=[CH:20][CH:21]=1)[O:5][C:6]1[C:15]2[C:10](=[CH:11][C:12]([OH:18])=[C:13]([O:16][CH3:17])[CH:14]=2)[N:9]=[CH:8][N:7]=1.[F:22][C:23]([C:26]1[CH:30]=[C:29]([NH:31][C:32](=O)[O:33]C2C=CC(Cl)=CC=2)[O:28][N:27]=1)([CH3:25])[CH3:24], predict the reaction product. (3) Given the reactants [Cl:1][C:2]1[CH:3]=[C:4]([C:9]2[CH:14]=[CH:13][C:12]([CH2:15][C@@H:16]([NH:23][C:24]([C:26]3[CH:27]=[C:28]([C:34]4[CH:39]=[CH:38][C:37]([C:40]([F:43])([F:42])[F:41])=[CH:36][CH:35]=4)[CH:29]=[CH:30][C:31]=3[O:32][CH3:33])=[O:25])[C:17](=[O:22])N(OC)C)=[CH:11][CH:10]=2)[CH:5]=[CH:6][C:7]=1[F:8].[CH3:44][Mg]Br, predict the reaction product. The product is: [Cl:1][C:2]1[CH:3]=[C:4]([C:9]2[CH:14]=[CH:13][C:12]([CH2:15][C@@H:16]([NH:23][C:24]([C:26]3[CH:27]=[C:28]([C:34]4[CH:35]=[CH:36][C:37]([C:40]([F:41])([F:42])[F:43])=[CH:38][CH:39]=4)[CH:29]=[CH:30][C:31]=3[O:32][CH3:33])=[O:25])[C:17](=[O:22])[CH3:44])=[CH:11][CH:10]=2)[CH:5]=[CH:6][C:7]=1[F:8]. (4) Given the reactants [C:1](=[O:4])([O-])[O-].[K+].[K+].[OH:7][C:8]1[CH:18]=[CH:17][C:11]([CH:12]=[CH:13][C:14]([OH:16])=[O:15])=[CH:10][CH:9]=1.[CH3:19][O:20][C:21]1[CH:28]=[CH:27][C:24]([CH2:25]Cl)=[CH:23][CH:22]=1.O, predict the reaction product. The product is: [CH3:19][O:20][C:21]1[CH:28]=[CH:27][C:24]([CH2:25][O:7][C:8]2[CH:9]=[CH:10][C:11](/[CH:12]=[CH:13]/[C:14]([O:16][CH2:12][C:11]3[CH:17]=[CH:18][C:8]([O:4][CH3:1])=[CH:9][CH:10]=3)=[O:15])=[CH:17][CH:18]=2)=[CH:23][CH:22]=1. (5) Given the reactants [C:1]([C:4]1([C:7]2[CH:41]=[CH:40][CH:39]=[CH:38][C:8]=2[CH2:9][CH2:10][C:11]2[C:16]([C:17]([F:20])([F:19])[F:18])=[CH:15][N:14]=[C:13]([NH:21][C:22]3[CH:27]=[CH:26][C:25]([CH:28]([NH:30]C(=O)OC(C)(C)C)[CH3:29])=[CH:24][CH:23]=3)[N:12]=2)[CH2:6][CH2:5]1)(=[O:3])[NH2:2].FC(F)(F)C(O)=O, predict the reaction product. The product is: [NH2:30][CH:28]([C:25]1[CH:24]=[CH:23][C:22]([NH:21][C:13]2[N:12]=[C:11]([CH2:10][CH2:9][C:8]3[CH:38]=[CH:39][CH:40]=[CH:41][C:7]=3[C:4]3([C:1]([NH2:2])=[O:3])[CH2:5][CH2:6]3)[C:16]([C:17]([F:19])([F:20])[F:18])=[CH:15][N:14]=2)=[CH:27][CH:26]=1)[CH3:29]. (6) Given the reactants CN(C)[CH:3]=[CH:4][C:5]([C:7]1[N:11]([CH3:12])[C:10]([CH3:13])=[N:9][CH:8]=1)=O.Cl.[NH2:16][C:17]([NH2:19])=[NH:18].C[O-].[Na+], predict the reaction product. The product is: [NH2:18][C:17]1[N:19]=[C:5]([C:7]2[N:11]([CH3:12])[C:10]([CH3:13])=[N:9][CH:8]=2)[CH:4]=[CH:3][N:16]=1. (7) Given the reactants [C:1]([OH:7])([C:3]([F:6])([F:5])[F:4])=[O:2].[CH3:8][CH:9]([O:13][C:14]1[N:22]=[C:21]2[C:17]([N:18]=[C:19]([O:29][CH3:30])[N:20]2C2CCCCO2)=[C:16]([NH2:31])[N:15]=1)[CH2:10][O:11][CH3:12], predict the reaction product. The product is: [F:4][C:3]([F:6])([F:5])[C:1]([OH:7])=[O:2].[CH3:8][CH:9]([O:13][C:14]1[N:22]=[C:21]2[C:17]([N:18]=[C:19]([O:29][CH3:30])[NH:20]2)=[C:16]([NH2:31])[N:15]=1)[CH2:10][O:11][CH3:12].